This data is from Catalyst prediction with 721,799 reactions and 888 catalyst types from USPTO. The task is: Predict which catalyst facilitates the given reaction. (1) Product: [Cl:12][C:21]1[N:20]=[C:19]([C:26]2[CH:31]=[CH:30][CH:29]=[CH:28][N:27]=2)[N:18]=[C:17]2[C:22]=1[N:23]=[CH:24][N:16]2[CH3:15]. The catalyst class is: 10. Reactant: C(N(CC)C(C)C)(C)C.P(Cl)(Cl)([Cl:12])=O.[CH3:15][N:16]1[CH:24]=[N:23][C:22]2[C:17]1=[N:18][C:19]([C:26]1[CH:31]=[CH:30][CH:29]=[CH:28][N:27]=1)=[N:20][C:21]=2O.C(=O)([O-])O.[Na+]. (2) Reactant: [CH:1]1([C:6]2[NH:7][C:8]3[CH2:9][C:10]([CH3:35])([CH3:34])[CH2:11][C:12](=[O:33])[C:13]=3[CH:14]([CH:28]3[CH2:32][CH2:31][CH2:30][CH2:29]3)[C:15]=2[C:16](=[O:27])[C:17]2[CH:22]=[CH:21][C:20]([C:23]([F:26])([F:25])[F:24])=[CH:19][CH:18]=2)[CH2:5][CH2:4][CH2:3][CH2:2]1.ClC1C(=O)C(C#N)=C(C#N)C(=O)C=1Cl. Product: [CH:1]1([C:6]2[C:15]([C:16](=[O:27])[C:17]3[CH:18]=[CH:19][C:20]([C:23]([F:25])([F:26])[F:24])=[CH:21][CH:22]=3)=[C:14]([CH:28]3[CH2:32][CH2:31][CH2:30][CH2:29]3)[C:13]3[C:12](=[O:33])[CH2:11][C:10]([CH3:35])([CH3:34])[CH2:9][C:8]=3[N:7]=2)[CH2:2][CH2:3][CH2:4][CH2:5]1. The catalyst class is: 4. (3) Reactant: [F:1][C:2]1[CH:11]=[CH:10][CH:9]=[C:8]2[C:3]=1[C:4](=[O:31])[C:5]([C:26]([O:28]CC)=[O:27])=[CH:6][N:7]2[CH2:12][C:13]1[CH:18]=[CH:17][C:16]([N:19]2[CH:23]=[CH:22][C:21]([CH2:24]O)=[N:20]2)=[CH:15][CH:14]=1.COCCN(S(F)(F)[F:42])CCOC.[OH-].[Na+]. Product: [F:1][C:2]1[CH:11]=[CH:10][CH:9]=[C:8]2[C:3]=1[C:4](=[O:31])[C:5]([C:26]([OH:28])=[O:27])=[CH:6][N:7]2[CH2:12][C:13]1[CH:14]=[CH:15][C:16]([N:19]2[CH:23]=[CH:22][C:21]([CH2:24][F:42])=[N:20]2)=[CH:17][CH:18]=1. The catalyst class is: 7. (4) Reactant: [N:1]1[C:10]2[C:9]3C=CC=C[C:8]=3[CH2:7][CH2:6][C:5]=2[CH:4]=[N:3][C:2]=1[OH:15].Cl[C:17]1[N:26]=[CH:25][C:24]2[CH2:23][CH2:22]C3C=C(OC)C=C[C:20]=3[C:19]=2[N:18]=1.C(=O)([O-])[O-:34].[K+].[K+]. Product: [CH2:19]([N:3]1[C:2](=[O:15])[C:10]2[C:5](=[CH:6][CH:7]=[CH:8][CH:9]=2)[C:4]1=[O:34])[CH3:24].[N:26]1[CH:25]=[CH:24][CH:23]=[CH:22][C:17]=1[N:18]1[CH2:19][CH2:20][NH:1][CH2:10][CH2:5]1. The catalyst class is: 10. (5) Reactant: [CH3:1][O:2][C:3]1[CH:4]=[C:5]([CH2:11][C:12]([OH:14])=O)[CH:6]=[CH:7][C:8]=1[O:9][CH3:10].N1(C(N2C=CN=C2)=O)C=CN=C1.Cl.[CH3:28][NH:29][O:30][CH3:31].CCN(CC)CC. Product: [CH3:1][O:2][C:3]1[CH:4]=[C:5]([CH2:11][C:12]([N:29]([O:30][CH3:31])[CH3:28])=[O:14])[CH:6]=[CH:7][C:8]=1[O:9][CH3:10]. The catalyst class is: 473.